Regression. Given two drug SMILES strings and cell line genomic features, predict the synergy score measuring deviation from expected non-interaction effect. From a dataset of NCI-60 drug combinations with 297,098 pairs across 59 cell lines. (1) Drug 1: CC1=CC2C(CCC3(C2CCC3(C(=O)C)OC(=O)C)C)C4(C1=CC(=O)CC4)C. Drug 2: C(CCl)NC(=O)N(CCCl)N=O. Cell line: HS 578T. Synergy scores: CSS=2.03, Synergy_ZIP=-0.0827, Synergy_Bliss=3.64, Synergy_Loewe=-5.65, Synergy_HSA=-1.98. (2) Drug 1: C1=NC2=C(N1)C(=S)N=C(N2)N. Synergy scores: CSS=38.5, Synergy_ZIP=0.407, Synergy_Bliss=-3.25, Synergy_Loewe=-5.67, Synergy_HSA=-3.53. Drug 2: CC(C)(C#N)C1=CC(=CC(=C1)CN2C=NC=N2)C(C)(C)C#N. Cell line: K-562. (3) Drug 1: CC1CCC2CC(C(=CC=CC=CC(CC(C(=O)C(C(C(=CC(C(=O)CC(OC(=O)C3CCCCN3C(=O)C(=O)C1(O2)O)C(C)CC4CCC(C(C4)OC)OCCO)C)C)O)OC)C)C)C)OC. Drug 2: C1CNP(=O)(OC1)N(CCCl)CCCl. Cell line: SNB-19. Synergy scores: CSS=17.0, Synergy_ZIP=-2.81, Synergy_Bliss=3.46, Synergy_Loewe=-6.16, Synergy_HSA=1.57.